Dataset: Peptide-MHC class II binding affinity with 134,281 pairs from IEDB. Task: Regression. Given a peptide amino acid sequence and an MHC pseudo amino acid sequence, predict their binding affinity value. This is MHC class II binding data. (1) The peptide sequence is SWDLELSWNLNGLQAY. The MHC is HLA-DQA10101-DQB10501 with pseudo-sequence HLA-DQA10101-DQB10501. The binding affinity (normalized) is 0.664. (2) The peptide sequence is SQDLELIWNLNGLQAY. The MHC is DRB1_0401 with pseudo-sequence DRB1_0401. The binding affinity (normalized) is 0.172. (3) The peptide sequence is DEDGAKRIPVDVSEG. The MHC is DRB5_0101 with pseudo-sequence DRB5_0101. The binding affinity (normalized) is 0. (4) The peptide sequence is TLEQDKCVTVMAPDK. The binding affinity (normalized) is 0.222. The MHC is DRB1_0404 with pseudo-sequence DRB1_0404. (5) The peptide sequence is SQTTANPSAPEGT. The MHC is DRB3_0101 with pseudo-sequence DRB3_0101. The binding affinity (normalized) is 0. (6) The peptide sequence is GELQPVDKIDAAFKI. The MHC is DRB1_0802 with pseudo-sequence DRB1_0802. The binding affinity (normalized) is 0.392. (7) The peptide sequence is SPGMMMGMFNMLSTV. The MHC is DRB1_0401 with pseudo-sequence DRB1_0401. The binding affinity (normalized) is 0.524. (8) The peptide sequence is VASIKNFKAVLYYQN. The MHC is DRB1_0101 with pseudo-sequence DRB1_0101. The binding affinity (normalized) is 0.772. (9) The peptide sequence is AFHVAATAANAAPAN. The MHC is HLA-DPA10201-DPB11401 with pseudo-sequence HLA-DPA10201-DPB11401. The binding affinity (normalized) is 0.255. (10) The MHC is DRB3_0101 with pseudo-sequence DRB3_0101. The peptide sequence is RRGVRSLSNKIKQKT. The binding affinity (normalized) is 0.174.